The task is: Predict the reaction yield, written as a fraction of the theoretical maximum amount of product (1.0 means a 100% yield; for example, 0.34 means a 34% yield).. This data is from Reaction yield outcomes from USPTO patents with 853,638 reactions. The yield is 0.960. The catalyst is ClCCl. The reactants are [Br:1][C:2]1[CH:3]=[C:4]([S:9](Cl)(=[O:11])=[O:10])[CH:5]=[C:6]([CH3:8])[CH:7]=1.[CH3:13][NH:14][CH3:15]. The product is [Br:1][C:2]1[CH:3]=[C:4]([S:9]([N:14]([CH3:15])[CH3:13])(=[O:11])=[O:10])[CH:5]=[C:6]([CH3:8])[CH:7]=1.